From a dataset of Forward reaction prediction with 1.9M reactions from USPTO patents (1976-2016). Predict the product of the given reaction. Given the reactants [CH3:1][N:2]1[CH:6]=[C:5]([C:7]2[CH:8]=[C:9]3[C:15]([C:16](NN)=[O:17])=[CH:14][NH:13][C:10]3=[N:11][CH:12]=2)[CH:4]=[N:3]1.[CH3:20][C:21]1[CH:26]=[C:25]([C:27]2([C:30]([OH:32])=O)[CH2:29][CH2:28]2)[CH:24]=[CH:23][N:22]=1.CN1CCOCC1.Cl.CN(C)CCCN=C=NCC.O[N:53]1C2C=CC=CC=2N=[N:54]1, predict the reaction product. The product is: [CH3:1][N:2]1[CH:6]=[C:5]([C:7]2[CH:8]=[C:9]3[C:15]([C:16]([CH:28]4[CH2:29][C:27]4([C:25]4[CH:24]=[CH:23][N:22]=[C:21]([CH3:20])[CH:26]=4)[C:30]([NH:53][NH2:54])=[O:32])=[O:17])=[CH:14][NH:13][C:10]3=[N:11][CH:12]=2)[CH:4]=[N:3]1.